From a dataset of Peptide-MHC class II binding affinity with 134,281 pairs from IEDB. Regression. Given a peptide amino acid sequence and an MHC pseudo amino acid sequence, predict their binding affinity value. This is MHC class II binding data. (1) The peptide sequence is EKKYVAATQFEPLAA. The MHC is DRB1_1001 with pseudo-sequence DRB1_1001. The binding affinity (normalized) is 0.651. (2) The peptide sequence is NYSLSAAVKAGATLL. The MHC is DRB1_0401 with pseudo-sequence DRB1_0401. The binding affinity (normalized) is 0.804. (3) The peptide sequence is PVLSAFKKFPKFNRV. The MHC is DRB1_0405 with pseudo-sequence DRB1_0405. The binding affinity (normalized) is 0.466. (4) The peptide sequence is PNITATYGDKWLDAK. The MHC is DRB1_0901 with pseudo-sequence DRB1_0901. The binding affinity (normalized) is 0.281.